This data is from Catalyst prediction with 721,799 reactions and 888 catalyst types from USPTO. The task is: Predict which catalyst facilitates the given reaction. Reactant: [NH2:1][CH2:2][CH:3]1[CH2:8][CH2:7][CH:6]([C:9]([OH:11])=[O:10])[CH2:5][CH2:4]1.[C:12](O[C:12]([O:14][C:15]([CH3:18])([CH3:17])[CH3:16])=[O:13])([O:14][C:15]([CH3:18])([CH3:17])[CH3:16])=[O:13]. Product: [C:15]([O:14][C:12]([NH:1][CH2:2][CH:3]1[CH2:4][CH2:5][CH:6]([C:9]([OH:11])=[O:10])[CH2:7][CH2:8]1)=[O:13])([CH3:18])([CH3:17])[CH3:16]. The catalyst class is: 12.